Dataset: Experimentally validated miRNA-target interactions with 360,000+ pairs, plus equal number of negative samples. Task: Binary Classification. Given a miRNA mature sequence and a target amino acid sequence, predict their likelihood of interaction. (1) The miRNA is hsa-miR-27a-3p with sequence UUCACAGUGGCUAAGUUCCGC. The protein sequence of the target gene is MASKCPKCDKTVYFAEKVSSLGKDWHKFCLKCERCSKTLTPGGHAEHDGKPFCHKPCYATLFGPKGVNIGGAGSYIYEKPLAEGPQVTGPIEVPAARAEERKASGPPKGPSRASSVTTFTGEPNTCPRCSKKVYFAEKVTSLGKDWHRPCLRCERCGKTLTPGGHAEHDGQPYCHKPCYGILFGPKGVNTGAVGSYIYDRDPEGKVQP. Result: 0 (no interaction). (2) Result: 0 (no interaction). The miRNA is hsa-miR-3934-5p with sequence UCAGGUGUGGAAACUGAGGCAG. The protein sequence of the target gene is MQARRLAKRPSLGSRRGGAAPAPAPEAAALGLPPPGPSPAAAPGSWRPPLPPPRGTGPSRAAAASSPVLLLLGEEDEDEEGAGRRRRTRGRVTEKPRGVAEEEDDDEEEDEEVVVEVVDGDEDDEDAEERFVPLGPGRALPKGPARGAVKVGSFKREMTFTFQSEDFRRDSSKKPSHHLFPLAMEEDVRTADTKKTSRVLDQEKETRSVCLLEQKRKVVSSNIDVPPARKSSEELDMDKVTAAMVLTSLSTSPLVRSPPVRPNEGLSGSWKEGAPSSSSSSGYWSWSAPSDQSNPSTPSP....